This data is from Reaction yield outcomes from USPTO patents with 853,638 reactions. The task is: Predict the reaction yield, written as a fraction of the theoretical maximum amount of product (1.0 means a 100% yield; for example, 0.34 means a 34% yield). (1) The reactants are [Br:1]C1SC(Br)=CC=1Br.COC1C=C(B(O)O)C=CC=1OC.[CH3:22][O:23][C:24]1[CH:25]=[C:26]([C:32]2[S:33][C:34]([C:37]3[CH:42]=[CH:41][C:40]([O:43][CH3:44])=[C:39]([O:45][CH3:46])[CH:38]=3)=[CH:35][CH:36]=2)[CH:27]=[CH:28][C:29]=1[O:30][CH3:31]. No catalyst specified. The product is [Br:1][C:36]1[CH:35]=[C:34]([C:37]2[CH:42]=[CH:41][C:40]([O:43][CH3:44])=[C:39]([O:45][CH3:46])[CH:38]=2)[S:33][C:32]=1[C:26]1[CH:27]=[CH:28][C:29]([O:30][CH3:31])=[C:24]([O:23][CH3:22])[CH:25]=1. The yield is 0.770. (2) The reactants are ON1C2C=CC=CC=2N=N1.[NH:11]1[C:19]2[C:14](=[CH:15][CH:16]=[CH:17][CH:18]=2)[C:13]([CH2:20][NH2:21])=[CH:12]1.CN1CCOCC1.Cl.[CH3:30][N:31]([CH3:48])[C:32]1([C:42]2[CH:47]=[CH:46][CH:45]=[CH:44][CH:43]=2)[CH2:37][CH2:36][CH:35]([CH2:38][C:39](O)=[O:40])[CH2:34][CH2:33]1.C1(N=C=NC2CCCCC2)CCCCC1.[OH-].[Na+]. The catalyst is CN(C)C=O.O. The product is [CH3:48][N:31]([CH3:30])[C:32]1([C:42]2[CH:43]=[CH:44][CH:45]=[CH:46][CH:47]=2)[CH2:37][CH2:36][CH:35]([CH2:38][C:39]([NH:21][CH2:20][C:13]2[C:14]3[C:19](=[CH:18][CH:17]=[CH:16][CH:15]=3)[NH:11][CH:12]=2)=[O:40])[CH2:34][CH2:33]1. The yield is 0.300. (3) The reactants are C([O:8][C:9]1[CH:10]=[C:11]([S:24]([CH:27]([CH3:29])[CH3:28])(=[O:26])=[O:25])[CH:12]=[C:13]2[C:17]=1[NH:16][N:15]=[C:14]2[NH:18][C:19]1[S:20][CH:21]=[CH:22][N:23]=1)C1C=CC=CC=1.C(O)(=O)C.Cl. The catalyst is O. The product is [CH:27]([S:24]([C:11]1[CH:12]=[C:13]2[C:17](=[C:9]([OH:8])[CH:10]=1)[NH:16][N:15]=[C:14]2[NH:18][C:19]1[S:20][CH:21]=[CH:22][N:23]=1)(=[O:25])=[O:26])([CH3:29])[CH3:28]. The yield is 0.930. (4) The reactants are [O:1]=[C:2]1[C:6]2[CH:7]=[CH:8][CH:9]=[CH:10][C:5]=2[C:4](=[O:11])[N:3]1[CH2:12][CH2:13][CH2:14][S:15]([O:18][CH2:19][C:20]([CH3:35])([CH3:34])[CH:21]([O:24][CH2:25][C:26]1[CH:31]=[CH:30][C:29]([O:32][CH3:33])=[CH:28][CH:27]=1)[CH:22]=C)(=[O:17])=[O:16].O=O.[O:38]=[O+][O-].CSC. The catalyst is ClCCl. The product is [O:1]=[C:2]1[C:6]2[CH:7]=[CH:8][CH:9]=[CH:10][C:5]=2[C:4](=[O:11])[N:3]1[CH2:12][CH2:13][CH2:14][S:15]([O:18][CH2:19][C:20]([CH3:34])([CH3:35])[CH:21]([O:24][CH2:25][C:26]1[CH:27]=[CH:28][C:29]([O:32][CH3:33])=[CH:30][CH:31]=1)[CH:22]=[O:38])(=[O:16])=[O:17]. The yield is 0.550. (5) The reactants are [OH-].[Li+].[Cl:3][C:4]1[CH:9]=[CH:8][C:7]([C:10](=[N:18][O:19][CH3:20])[CH2:11][CH2:12][C:13]([O:15]CC)=[O:14])=[CH:6][CH:5]=1.Cl. The catalyst is C1COCC1.O. The product is [Cl:3][C:4]1[CH:9]=[CH:8][C:7]([C:10](=[N:18][O:19][CH3:20])[CH2:11][CH2:12][C:13]([OH:15])=[O:14])=[CH:6][CH:5]=1. The yield is 0.950.